From a dataset of Reaction yield outcomes from USPTO patents with 853,638 reactions. Predict the reaction yield, written as a fraction of the theoretical maximum amount of product (1.0 means a 100% yield; for example, 0.34 means a 34% yield). (1) The reactants are [CH2:1]([O:3][C:4](=[O:34])[CH2:5][N:6]1[C:14]2[CH2:13][CH2:12][CH2:11][C@@H:10]([N:15]([CH3:33])[S:16]([C:19]3[CH:24]=[C:23]([C:25]([F:28])([F:27])[F:26])[CH:22]=[C:21]([C:29](=[CH2:32])[CH2:30][CH3:31])[CH:20]=3)(=[O:18])=[O:17])[C:9]=2[CH:8]=[N:7]1)[CH3:2].[N+](=[CH2:37])=[N-]. The catalyst is C(OCC)C. The product is [CH2:1]([O:3][C:4](=[O:34])[CH2:5][N:6]1[C:14]2[CH2:13][CH2:12][CH2:11][C@@H:10]([N:15]([S:16]([C:19]3[CH:24]=[C:23]([C:25]([F:27])([F:28])[F:26])[CH:22]=[C:21]([C:29]4([CH2:32][CH3:37])[CH2:31][CH2:30]4)[CH:20]=3)(=[O:18])=[O:17])[CH3:33])[C:9]=2[CH:8]=[N:7]1)[CH3:2]. The yield is 0.830. (2) The reactants are [OH:1][C:2]1[CH:9]=[CH:8][C:5]([CH:6]=[O:7])=[CH:4][CH:3]=1.[I:10]N1C(=O)CCC1=O. The catalyst is CC(O)=O. The product is [OH:1][C:2]1[CH:9]=[CH:8][C:5]([CH:6]=[O:7])=[CH:4][C:3]=1[I:10]. The yield is 0.500.